Dataset: NCI-60 drug combinations with 297,098 pairs across 59 cell lines. Task: Regression. Given two drug SMILES strings and cell line genomic features, predict the synergy score measuring deviation from expected non-interaction effect. (1) Drug 1: CCCCCOC(=O)NC1=NC(=O)N(C=C1F)C2C(C(C(O2)C)O)O. Drug 2: C1=NC2=C(N=C(N=C2N1C3C(C(C(O3)CO)O)F)Cl)N. Cell line: UO-31. Synergy scores: CSS=4.88, Synergy_ZIP=-1.73, Synergy_Bliss=-0.0387, Synergy_Loewe=-5.38, Synergy_HSA=-0.301. (2) Drug 1: CC12CCC3C(C1CCC2O)C(CC4=C3C=CC(=C4)O)CCCCCCCCCS(=O)CCCC(C(F)(F)F)(F)F. Drug 2: CC(C)CN1C=NC2=C1C3=CC=CC=C3N=C2N. Cell line: OVCAR-4. Synergy scores: CSS=-0.935, Synergy_ZIP=0.680, Synergy_Bliss=0.661, Synergy_Loewe=-1.58, Synergy_HSA=-1.63.